Dataset: Forward reaction prediction with 1.9M reactions from USPTO patents (1976-2016). Task: Predict the product of the given reaction. Given the reactants Cl[C:2]([C:6]1[C:7]([Cl:12])=[N:8][CH:9]=[CH:10][CH:11]=1)=[CH:3][C:4]#[N:5].Cl.[CH2:14]([CH:16]1[CH2:18][CH:17]1[NH2:19])[CH3:15].C(N(CC)CC)C, predict the reaction product. The product is: [Cl:12][C:7]1[C:6]([C:2]([NH:19][CH:17]2[CH2:18][CH:16]2[CH2:14][CH3:15])=[CH:3][C:4]#[N:5])=[CH:11][CH:10]=[CH:9][N:8]=1.